This data is from Forward reaction prediction with 1.9M reactions from USPTO patents (1976-2016). The task is: Predict the product of the given reaction. (1) Given the reactants C(O)(C(F)(F)F)=O.C(OC([N:15]1[CH2:20][CH2:19][N:18]([C:21]2[O:22][C:23]([C@@H:26]3[CH2:32][CH2:31][C@@H:30]4[CH2:33][N:27]3[C:28](=[O:39])[N:29]4[O:34][S:35]([OH:38])(=[O:37])=[O:36])=[N:24][N:25]=2)[CH2:17][CH2:16]1)=O)(C)(C)C.C([N+](CCCC)(CCCC)CCCC)CCC, predict the reaction product. The product is: [S:35]([OH:38])([O:34][N:29]1[C:28](=[O:39])[N:27]2[CH2:33][C@H:30]1[CH2:31][CH2:32][C@H:26]2[C:23]1[O:22][C:21]([N:18]2[CH2:19][CH2:20][NH:15][CH2:16][CH2:17]2)=[N:25][N:24]=1)(=[O:36])=[O:37]. (2) Given the reactants Cl[C:2]1[C:11]([C:12]([OH:14])=[O:13])=[CH:10][C:9]2[C:4](=[CH:5][CH:6]=[C:7]([Cl:15])[CH:8]=2)[N:3]=1.[NH2:16][C@@H:17]([CH2:21][C:22]1[CH:27]=[CH:26][C:25]([O:28][C:29]2[CH:34]=[CH:33][N:32]=[CH:31][C:30]=2[Br:35])=[CH:24][CH:23]=1)[C:18]([OH:20])=[O:19], predict the reaction product. The product is: [Br:35][C:30]1[CH:31]=[N:32][CH:33]=[CH:34][C:29]=1[O:28][C:25]1[CH:24]=[CH:23][C:22]([CH2:21][C@H:17]([NH:16][C:2]2[C:11]([C:12]([OH:14])=[O:13])=[CH:10][C:9]3[C:4](=[CH:5][CH:6]=[C:7]([Cl:15])[CH:8]=3)[N:3]=2)[C:18]([OH:20])=[O:19])=[CH:27][CH:26]=1. (3) Given the reactants Cl[Sn]Cl.[F:4][C:5]1[C:10]([F:11])=[C:9]([C:12]#[C:13][C:14]2[CH:19]=[CH:18][CH:17]=[CH:16][C:15]=2[N+:20]([O-])=O)[C:8]([F:23])=[C:7]([F:24])[N:6]=1, predict the reaction product. The product is: [F:4][C:5]1[C:10]([F:11])=[C:9]([C:12]#[C:13][C:14]2[CH:19]=[CH:18][CH:17]=[CH:16][C:15]=2[NH2:20])[C:8]([F:23])=[C:7]([F:24])[N:6]=1.